Dataset: Catalyst prediction with 721,799 reactions and 888 catalyst types from USPTO. Task: Predict which catalyst facilitates the given reaction. Reactant: [Br:1][C:2]1[CH:7]=[CH:6][C:5]([C:8](=O)[CH2:9][C:10](=O)[C:11]([F:14])([F:13])[F:12])=[CH:4][CH:3]=1.[C:17]([NH:25][NH2:26])(=[O:24])[C:18]1[CH:23]=[CH:22][CH:21]=[N:20][CH:19]=1. Product: [Br:1][C:2]1[CH:7]=[CH:6][C:5]([C:8]2[CH:9]=[C:10]([C:11]([F:14])([F:13])[F:12])[N:25]([C:17]([C:18]3[CH:19]=[N:20][CH:21]=[CH:22][CH:23]=3)=[O:24])[N:26]=2)=[CH:4][CH:3]=1. The catalyst class is: 8.